This data is from Peptide-MHC class I binding affinity with 185,985 pairs from IEDB/IMGT. The task is: Regression. Given a peptide amino acid sequence and an MHC pseudo amino acid sequence, predict their binding affinity value. This is MHC class I binding data. (1) The peptide sequence is IRKPKHLYV. The MHC is HLA-B57:01 with pseudo-sequence HLA-B57:01. The binding affinity (normalized) is 0.0847. (2) The peptide sequence is EGAGIDDPV. The MHC is HLA-A24:03 with pseudo-sequence HLA-A24:03. The binding affinity (normalized) is 0.0847. (3) The peptide sequence is FGALFMWLL. The MHC is HLA-B44:02 with pseudo-sequence HLA-B44:02. The binding affinity (normalized) is 0.213. (4) The peptide sequence is LAIKQYGDI. The MHC is HLA-A02:02 with pseudo-sequence HLA-A02:02. The binding affinity (normalized) is 0.225. (5) The peptide sequence is ITFFQEVPH. The MHC is HLA-A33:01 with pseudo-sequence HLA-A33:01. The binding affinity (normalized) is 0. (6) The peptide sequence is LIFCHSKKK. The MHC is HLA-A11:01 with pseudo-sequence HLA-A11:01. The binding affinity (normalized) is 0.729. (7) The peptide sequence is NERGKSLLF. The MHC is HLA-B44:03 with pseudo-sequence HLA-B44:03. The binding affinity (normalized) is 0.555. (8) The peptide sequence is PIGMQFDKV. The MHC is HLA-A02:01 with pseudo-sequence HLA-A02:01. The binding affinity (normalized) is 0.322. (9) The peptide sequence is SMIENAEYM. The binding affinity (normalized) is 0.686. The MHC is H-2-Db with pseudo-sequence H-2-Db.